Dataset: Catalyst prediction with 721,799 reactions and 888 catalyst types from USPTO. Task: Predict which catalyst facilitates the given reaction. Product: [N:12]1([C:5]2[CH:4]=[C:3]([CH:8]=[CH:7][CH:6]=2)[CH:1]=[O:2])[CH:16]=[CH:15][CH:14]=[N:13]1. Reactant: [CH:1]([C:3]1[CH:4]=[C:5](B(O)O)[CH:6]=[CH:7][CH:8]=1)=[O:2].[NH:12]1[CH:16]=[CH:15][CH:14]=[N:13]1.N1C=CC=CC=1. The catalyst class is: 221.